From a dataset of Reaction yield outcomes from USPTO patents with 853,638 reactions. Predict the reaction yield, written as a fraction of the theoretical maximum amount of product (1.0 means a 100% yield; for example, 0.34 means a 34% yield). (1) The reactants are [H-].[Na+].[C:3]([CH2:5][C:6](OC)=O)#[N:4].[Br:10][C:11]1[CH:18]=C[C:14]([C:15]#[N:16])=[C:13](F)[CH:12]=1.Cl. The catalyst is CS(C)=O.O. The product is [Br:10][C:11]1[CH:18]=[CH:6][C:5]([C:3]#[N:4])=[C:13]([CH2:14][C:15]#[N:16])[CH:12]=1. The yield is 0.780. (2) The reactants are [NH:1]1[CH2:6][CH2:5][CH2:4][CH:3]([NH:7][C:8]([C:10]2[S:14][C:13]([C:15]3[CH:20]=[CH:19][C:18]([Cl:21])=[CH:17][CH:16]=3)=[N:12][C:11]=2[CH3:22])=[O:9])[CH2:2]1.[CH:23]([C:25]1[CH:26]=[C:27](OB(O)O)[CH:28]=[CH:29][C:30]=1[O:31][CH3:32])=[O:24]. No catalyst specified. The product is [Cl:21][C:18]1[CH:17]=[CH:16][C:15]([C:13]2[S:14][C:10]([C:8]([NH:7][CH:3]3[CH2:4][CH2:5][CH2:6][N:1]([C:27]4[CH:28]=[CH:29][C:30]([O:31][CH3:32])=[C:25]([CH:26]=4)[CH:23]=[O:24])[CH2:2]3)=[O:9])=[C:11]([CH3:22])[N:12]=2)=[CH:20][CH:19]=1. The yield is 0.140. (3) The reactants are [CH:1]([CH:3]([CH2:8][C:9]1[CH:10]=[N:11][CH:12]=[N:13][CH:14]=1)[C:4]([O:6]C)=O)=O.C([O-])([O-])=O.[K+].[K+].[Cl:21][C:22]1[CH:27]=[CH:26][C:25]([O:28][C:29]2[CH:34]=[CH:33][C:32]([CH2:35][CH2:36][N:37]([CH3:41])[C:38]([NH2:40])=[NH:39])=[CH:31][CH:30]=2)=[CH:24][C:23]=1[C:42]([F:45])([F:44])[F:43]. The catalyst is CN1C(=O)CCC1. The product is [Cl:21][C:22]1[CH:27]=[CH:26][C:25]([O:28][C:29]2[CH:34]=[CH:33][C:32]([CH2:35][CH2:36][N:37]([CH3:41])[C:38]3[NH:40][CH:1]=[C:3]([CH2:8][C:9]4[CH:10]=[N:11][CH:12]=[N:13][CH:14]=4)[C:4](=[O:6])[N:39]=3)=[CH:31][CH:30]=2)=[CH:24][C:23]=1[C:42]([F:43])([F:44])[F:45]. The yield is 0.224. (4) The reactants are Cl.[Cl:2][C:3]1[N:8]=[C:7]([CH3:9])[N:6]=[C:5]([NH2:10])[C:4]=1[CH2:11][CH2:12][CH:13]1[CH2:18][CH2:17][NH:16][CH2:15][CH2:14]1.C(N(C(C)C)CC)(C)C.F[P-](F)(F)(F)(F)F.CN(C(=[N+](C)C)ON1C2=NC=CC=C2N=N1)C.[C:52]([O:56][C:57]([NH:59][C@@H:60]([CH3:64])[C:61](O)=[O:62])=[O:58])([CH3:55])([CH3:54])[CH3:53]. The catalyst is CN(C=O)C. The product is [NH2:10][C:5]1[C:4]([CH2:11][CH2:12][CH:13]2[CH2:18][CH2:17][N:16]([C:61](=[O:62])[C@@H:60]([NH:59][C:57](=[O:58])[O:56][C:52]([CH3:54])([CH3:53])[CH3:55])[CH3:64])[CH2:15][CH2:14]2)=[C:3]([Cl:2])[N:8]=[C:7]([CH3:9])[N:6]=1. The yield is 0.760. (5) The reactants are FC(F)(F)C(O)=O.[Cl:8][C:9]1[CH:10]=[C:11]([CH:15]2[C:19]([C:22]3[CH:27]=[CH:26][C:25]([Cl:28])=[CH:24][CH:23]=3)([C:20]#[N:21])[CH:18]([CH2:29][C:30]([CH3:33])([CH3:32])[CH3:31])[NH:17][CH:16]2[C:34]([OH:36])=O)[CH:12]=[CH:13][CH:14]=1.CC1(C)[O:42][C@H:41]([CH2:43][CH2:44][NH2:45])[CH2:40][O:39]1.CN(C(ON1N=NC2C=CC=NC1=2)=[N+](C)C)C.F[P-](F)(F)(F)(F)F.CCN(C(C)C)C(C)C.Cl. The catalyst is C(Cl)Cl.O1CCCC1. The product is [OH:42][C@@H:41]([CH2:40][OH:39])[CH2:43][CH2:44][NH:45][C:34]([CH:16]1[CH:15]([C:11]2[CH:12]=[CH:13][CH:14]=[C:9]([Cl:8])[CH:10]=2)[C:19]([C:22]2[CH:27]=[CH:26][C:25]([Cl:28])=[CH:24][CH:23]=2)([C:20]#[N:21])[CH:18]([CH2:29][C:30]([CH3:32])([CH3:31])[CH3:33])[NH:17]1)=[O:36]. The yield is 0.810. (6) The reactants are [N:1]1[CH:6]=[CH:5][C:4]([C:7]2[CH:8]=[C:9]3[C:13](=[CH:14][CH:15]=2)[NH:12][CH:11]=[CH:10]3)=[CH:3][CH:2]=1.O1CCOCC1.O1CCCC1.[Br:27][CH2:28][CH2:29][C@H:30]1[C:38]2[C:33](=[CH:34][CH:35]=[CH:36][CH:37]=2)[N:32]([C:39]([NH2:41])=[O:40])[CH2:31]1. The catalyst is CO. The product is [Br-:27].[C:39]([N:32]1[C:33]2[C:38](=[CH:37][CH:36]=[CH:35][CH:34]=2)[C@H:30]([CH2:29][CH2:28][N+:1]2[CH:6]=[CH:5][C:4]([C:7]3[CH:8]=[C:9]4[C:13](=[CH:14][CH:15]=3)[NH:12][CH:11]=[CH:10]4)=[CH:3][CH:2]=2)[CH2:31]1)(=[O:40])[NH2:41]. The yield is 0.750. (7) The yield is 0.880. The product is [CH2:1]([N:3]1[C:8]2[N:9]=[C:10]([S:13]([CH3:14])=[O:30])[N:11]=[CH:12][C:7]=2[CH:6]=[C:5]([C:15]2[CH:16]=[CH:17][CH:18]=[CH:19][CH:20]=2)[C:4]1=[O:21])[CH3:2]. The catalyst is ClCCl. The reactants are [CH2:1]([N:3]1[C:8]2[N:9]=[C:10]([S:13][CH3:14])[N:11]=[CH:12][C:7]=2[CH:6]=[C:5]([C:15]2[CH:20]=[CH:19][CH:18]=[CH:17][CH:16]=2)[C:4]1=[O:21])[CH3:2].ClC1C=CC=C(C(OO)=[O:30])C=1. (8) The reactants are [Br:1][C:2]1[CH:10]=[CH:9][C:8]([F:11])=[CH:7][C:3]=1[C:4]([OH:6])=[O:5].Cl.[CH3:13]O. No catalyst specified. The product is [Br:1][C:2]1[CH:10]=[CH:9][C:8]([F:11])=[CH:7][C:3]=1[C:4]([O:6][CH3:13])=[O:5]. The yield is 0.970. (9) The reactants are C([NH:4]O)(=O)C.CC(C)([O-])C.[K+].F[C:13]1[CH:20]=[CH:19][CH:18]=[CH:17][C:14]=1[C:15]#[N:16].[OH2:21]. The catalyst is CN(C)C=O. The product is [O:21]1[C:13]2[CH:20]=[CH:19][CH:18]=[CH:17][C:14]=2[C:15]([NH2:4])=[N:16]1. The yield is 0.270. (10) The reactants are C(N(CC)CC)C.[F:8][C:9]([F:20])([F:19])[C:10]1[CH:18]=[CH:17][C:13]([C:14](Cl)=[O:15])=[CH:12][CH:11]=1.[CH:21]([OH:24])([CH3:23])[CH3:22]. No catalyst specified. The product is [CH:21]([O:24][C:14](=[O:15])[C:13]1[CH:17]=[CH:18][C:10]([C:9]([F:8])([F:19])[F:20])=[CH:11][CH:12]=1)([CH3:23])[CH3:22]. The yield is 0.770.